This data is from Catalyst prediction with 721,799 reactions and 888 catalyst types from USPTO. The task is: Predict which catalyst facilitates the given reaction. (1) Reactant: Br[C:2]1[CH:7]=[CH:6][C:5]([C:8]2[O:9][C:10]3[CH:16]=[CH:15][CH:14]=[CH:13][C:11]=3[N:12]=2)=[CH:4][CH:3]=1.[C:32]1([CH3:37])[CH:33]=[CH:34][CH:35]=[CH:36][C:31]=1P([C:31]1[CH:36]=[CH:35][CH:34]=[CH:33][C:32]=1[CH3:37])[C:31]1[CH:36]=[CH:35][CH:34]=[CH:33][C:32]=1[CH3:37].CO[CH2:41][CH2:42]OC.C(=O)([O-])[O-].[K+].[K+].[C:51]1(C)[CH:56]=[CH:55][CH:54]=[CH:53][CH:52]=1. Product: [O:9]1[C:10]2[CH:16]=[CH:15][CH:14]=[CH:13][C:11]=2[N:12]=[C:8]1[C:5]1[CH:6]=[CH:7][C:2]([C:34]2[CH:35]=[CH:36][C:31]3[N:12]([C:51]4[CH:52]=[CH:53][CH:54]=[CH:55][CH:56]=4)[C:8]4[C:37]([C:32]=3[CH:33]=2)=[CH:42][CH:41]=[CH:4][CH:5]=4)=[CH:3][CH:4]=1. The catalyst class is: 167. (2) Reactant: [H-].[H-].[H-].[H-].[Li+].[Al+3].[CH3:7][C:8]1[CH:9]=[C:10]2[C:14](=[CH:15][CH:16]=1)[NH:13][C:12]([CH2:17][CH2:18][C:19](N1[C@@H](C3C=CC=CC=3)COC1=O)=[O:20])=[CH:11]2.CCOC(C)=O.[CH2:39]1[CH2:43]OC[CH2:40]1. Product: [CH3:7][C:8]1[CH:9]=[C:10]2[C:14](=[CH:15][CH:16]=1)[NH:13][C:12]([CH2:17][C@H:18]([CH2:43][CH:39]=[CH2:40])[CH2:19][OH:20])=[CH:11]2. The catalyst class is: 74. (3) Reactant: C[O-].[Na+:3].[NH2:4][C:5]([NH2:7])=[S:6].C([O:10][C:11](=O)[CH:12]([NH:18][C:19](=[O:30])[C:20]1[CH:25]=[C:24]([CH3:26])[C:23]([O:27][CH3:28])=[C:22]([CH3:29])[CH:21]=1)[C:13](OCC)=[O:14])C. The catalyst class is: 8. Product: [OH:10][C:11]1[C:12]([NH:18][C:19](=[O:30])[C:20]2[CH:25]=[C:24]([CH3:26])[C:23]([O:27][CH3:28])=[C:22]([CH3:29])[CH:21]=2)=[C:13]([OH:14])[N:7]=[C:5]([S-:6])[N:4]=1.[Na+:3]. (4) Reactant: [NH2:1][C:2]1[CH:11]=[C:10]2[C:5]([CH2:6][CH2:7][CH2:8][C:9]2=[O:12])=[CH:4][CH:3]=1.[Br:13]Br. Product: [NH2:1][C:2]1[C:11]([Br:13])=[C:10]2[C:5]([CH2:6][CH2:7][CH2:8][C:9]2=[O:12])=[CH:4][CH:3]=1. The catalyst class is: 15. (5) The catalyst class is: 1. Reactant: [NH:1]1[CH:5]=[C:4]([C:6]#[N:7])[CH:3]=[N:2]1.[CH3:8][O:9][C:10]1[CH:17]=[CH:16][C:13]([CH2:14]Br)=[CH:12][CH:11]=1.CC(C)([O-])C.[K+]. Product: [CH3:8][O:9][C:10]1[CH:17]=[CH:16][C:13]([CH2:14][N:1]2[CH:5]=[C:4]([C:6]#[N:7])[CH:3]=[N:2]2)=[CH:12][CH:11]=1. (6) Reactant: [C:1]12([C:11]3[CH:16]=[CH:15][C:14]([OH:17])=[CH:13][CH:12]=3)[CH2:10][CH:5]3[CH2:6][CH:7]([CH2:9][CH:3]([CH2:4]3)[CH2:2]1)[CH2:8]2.Br[CH2:19][C:20]([O:22][CH2:23][CH3:24])=[O:21].C([O-])([O-])=O.[K+].[K+]. Product: [CH2:23]([O:22][C:20](=[O:21])[CH2:19][O:17][C:14]1[CH:13]=[CH:12][C:11]([C:1]23[CH2:8][CH:7]4[CH2:9][CH:3]([CH2:4][CH:5]([CH2:6]4)[CH2:10]2)[CH2:2]3)=[CH:16][CH:15]=1)[CH3:24]. The catalyst class is: 384.